Dataset: Peptide-MHC class I binding affinity with 185,985 pairs from IEDB/IMGT. Task: Regression. Given a peptide amino acid sequence and an MHC pseudo amino acid sequence, predict their binding affinity value. This is MHC class I binding data. (1) The peptide sequence is AVYSSSMVK. The MHC is HLA-A02:01 with pseudo-sequence HLA-A02:01. The binding affinity (normalized) is 0. (2) The peptide sequence is RVRAYTYSK. The MHC is HLA-A03:01 with pseudo-sequence HLA-A03:01. The binding affinity (normalized) is 0.750. (3) The peptide sequence is MTRRRVLSV. The MHC is HLA-B57:01 with pseudo-sequence HLA-B57:01. The binding affinity (normalized) is 0.400. (4) The peptide sequence is SPLYIDISDV. The MHC is HLA-B35:01 with pseudo-sequence HLA-B35:01. The binding affinity (normalized) is 0.